From a dataset of Catalyst prediction with 721,799 reactions and 888 catalyst types from USPTO. Predict which catalyst facilitates the given reaction. Reactant: [Cl:1][C:2]1[CH:3]=[C:4]2[C:10]3([CH2:15][CH2:14][N:13](C(OC(C)(C)C)=O)[CH2:12][CH2:11]3)[CH2:9][N:8]([C:23]([C:25]3[CH:30]=[CH:29][N:28]=[C:27]([Cl:31])[CH:26]=3)=[O:24])[C:5]2=[CH:6][CH:7]=1. Product: [Cl:31][C:27]1[CH:26]=[C:25]([C:23]([N:8]2[C:5]3[C:4](=[CH:3][C:2]([Cl:1])=[CH:7][CH:6]=3)[C:10]3([CH2:11][CH2:12][NH:13][CH2:14][CH2:15]3)[CH2:9]2)=[O:24])[CH:30]=[CH:29][N:28]=1. The catalyst class is: 281.